From a dataset of Forward reaction prediction with 1.9M reactions from USPTO patents (1976-2016). Predict the product of the given reaction. Given the reactants [NH:1]1[C:11]2[C:6](=[CH:7][CH:8]=[CH:9][CH:10]=2)[C:4](=O)[C:2]1=[O:3].[C:12]([NH:20][NH2:21])(=[O:19])[C:13]1[CH:18]=[CH:17][CH:16]=[CH:15][CH:14]=1, predict the reaction product. The product is: [CH2:2]([N:1]1[C:11]2[C:6](=[CH:7][CH:8]=[CH:9][CH:10]=2)/[C:4](=[N:21]/[NH:20][C:12](=[O:19])[C:13]2[CH:18]=[CH:17][CH:16]=[CH:15][CH:14]=2)/[C:2]1=[O:3])[CH2:4][CH2:6][CH3:7].